From a dataset of Catalyst prediction with 721,799 reactions and 888 catalyst types from USPTO. Predict which catalyst facilitates the given reaction. (1) Reactant: [C:1]([C:4]1[O:5][C:6]([Br:9])=[CH:7][CH:8]=1)(=[O:3])[CH3:2].[CH3:10][N:11]([CH3:20])[C:12]1[CH:19]=[CH:18][C:15]([CH:16]=O)=[CH:14][CH:13]=1.[OH-].[K+]. Product: [Br:9][C:6]1[O:5][C:4]([C:1](=[O:3])[CH:2]=[CH:16][C:15]2[CH:18]=[CH:19][C:12]([N:11]([CH3:20])[CH3:10])=[CH:13][CH:14]=2)=[CH:8][CH:7]=1. The catalyst class is: 8. (2) Reactant: Cl[C:2]1[C:3]([NH2:8])=[N:4][CH:5]=[CH:6][CH:7]=1.[CH:9]1(B(O)O)[CH2:11][CH2:10]1.C1(P(C2CCCCC2)C2CCCCC2)CCCCC1.CC(C)([O-])C.[K+]. Product: [CH:9]1([C:2]2[C:3]([NH2:8])=[N:4][CH:5]=[CH:6][CH:7]=2)[CH2:11][CH2:10]1. The catalyst class is: 101. (3) Reactant: [CH2:1]([C:3]1[CH:8]=[C:7]([CH3:9])[CH:6]=[C:5]([CH2:10][CH3:11])[C:4]=1[C:12]1[C:13](=[O:24])[N:14]([CH3:23])[N:15]=[C:16]([CH3:22])[C:17]=1S(C)(=O)=O)[CH3:2].[OH-:25].[Na+]. Product: [CH2:2]([O:25][C:17]1[C:16]([CH3:22])=[N:15][N:14]([CH3:23])[C:13](=[O:24])[C:12]=1[C:4]1[C:3]([CH2:1][CH3:2])=[CH:8][C:7]([CH3:9])=[CH:6][C:5]=1[CH2:10][CH3:11])[CH2:1][CH2:3][CH3:4]. The catalyst class is: 6.